This data is from TCR-epitope binding with 47,182 pairs between 192 epitopes and 23,139 TCRs. The task is: Binary Classification. Given a T-cell receptor sequence (or CDR3 region) and an epitope sequence, predict whether binding occurs between them. (1) Result: 0 (the TCR does not bind to the epitope). The epitope is LLSAGIFGA. The TCR CDR3 sequence is CASSITSGVTYNEQFF. (2) The epitope is ATDALMTGY. The TCR CDR3 sequence is CAITDGASGANEQFF. Result: 1 (the TCR binds to the epitope). (3) The epitope is DRFYKTLRAEQASQEV. The TCR CDR3 sequence is CASSWGQGSYEQYF. Result: 0 (the TCR does not bind to the epitope). (4) The epitope is PKYVKQNTLKLAT. The TCR CDR3 sequence is CASSFALGGHGYTF. Result: 0 (the TCR does not bind to the epitope). (5) The epitope is WICLLQFAY. The TCR CDR3 sequence is CASRPTGGGTEAFF. Result: 0 (the TCR does not bind to the epitope). (6) The epitope is TPINLVRDL. The TCR CDR3 sequence is CSVEGASGGAYNEQFF. Result: 1 (the TCR binds to the epitope). (7) The epitope is SEPVLKGVKL. The TCR CDR3 sequence is CASSGTHNEQFF. Result: 0 (the TCR does not bind to the epitope).